This data is from Catalyst prediction with 721,799 reactions and 888 catalyst types from USPTO. The task is: Predict which catalyst facilitates the given reaction. (1) Reactant: [C:1]([O:4][CH:5]1[C:9]2=[N:10][CH:11]=[C:12]([NH2:28])[C:13]([N:14]3[CH2:19][CH2:18][CH2:17][C@H:16]([NH:20][C:21]([O:23][C:24]([CH3:27])([CH3:26])[CH3:25])=[O:22])[CH2:15]3)=[C:8]2[CH2:7][CH2:6]1)(=[O:3])[CH3:2].[F:29][C:30]1[CH:35]=[C:34]([S:36]([CH3:39])(=[O:38])=[O:37])[CH:33]=[C:32]([F:40])[C:31]=1[C:41]1[N:46]=[C:45]([C:47](O)=[O:48])[CH:44]=[CH:43][C:42]=1[F:50].CN(C(ON1N=NC2C=CC=NC1=2)=[N+](C)C)C.F[P-](F)(F)(F)(F)F.CCN(C(C)C)C(C)C. Product: [C:1]([O:4][CH:5]1[C:9]2=[N:10][CH:11]=[C:12]([NH:28][C:47]([C:45]3[CH:44]=[CH:43][C:42]([F:50])=[C:41]([C:31]4[C:32]([F:40])=[CH:33][C:34]([S:36]([CH3:39])(=[O:38])=[O:37])=[CH:35][C:30]=4[F:29])[N:46]=3)=[O:48])[C:13]([N:14]3[CH2:19][CH2:18][CH2:17][C@H:16]([NH:20][C:21]([O:23][C:24]([CH3:27])([CH3:26])[CH3:25])=[O:22])[CH2:15]3)=[C:8]2[CH2:7][CH2:6]1)(=[O:3])[CH3:2]. The catalyst class is: 3. (2) Reactant: [C:1]([O:5][C:6]([N:8]1[CH2:22][CH2:21][C:12]2=[C:13](Cl)[N:14]3[C:18]([N:19]=[C:11]2[CH2:10][CH2:9]1)=[CH:17][CH:16]=[N:15]3)=[O:7])([CH3:4])([CH3:3])[CH3:2].Cl.[NH:24]1[CH2:27][CH2:26][C@H:25]1[CH2:28][OH:29].CCN(C(C)C)C(C)C.CCOC(C)=O. Product: [C:1]([O:5][C:6]([N:8]1[CH2:22][CH2:21][C:12]2=[C:13]([N:24]3[CH2:27][CH2:26][C@H:25]3[CH2:28][OH:29])[N:14]3[C:18]([N:19]=[C:11]2[CH2:10][CH2:9]1)=[CH:17][CH:16]=[N:15]3)=[O:7])([CH3:4])([CH3:3])[CH3:2]. The catalyst class is: 8.